The task is: Predict the reactants needed to synthesize the given product.. This data is from Full USPTO retrosynthesis dataset with 1.9M reactions from patents (1976-2016). (1) Given the product [CH3:1][C:2]1[N:3]=[C:4]([C:7]2[CH:8]=[C:9]([CH2:10][OH:11])[CH:14]=[CH:15][N:16]=2)[S:5][CH:6]=1, predict the reactants needed to synthesize it. The reactants are: [CH3:1][C:2]1[N:3]=[C:4]([C:7]2[CH:8]=[C:9]([CH:14]=[CH:15][N:16]=2)[C:10](OC)=[O:11])[S:5][CH:6]=1.[BH4-].[Na+]. (2) The reactants are: C1C=CC(C(Cl)(C2C(Cl)=CC=CC=2)C2C=CC=CC=2)=CC=1.C([O:25][C:26]1[CH:34]=[CH:33][C:29]([C:30]([OH:32])=[O:31])=[CH:28][C:27]=1[N+:35]([O-:37])=[O:36])(=O)C.C(N(CC)CC)C. Given the product [OH:25][C:26]1[CH:34]=[CH:33][C:29]([C:30]([OH:32])=[O:31])=[CH:28][C:27]=1[N+:35]([O-:37])=[O:36], predict the reactants needed to synthesize it.